Task: Predict the product of the given reaction.. Dataset: Forward reaction prediction with 1.9M reactions from USPTO patents (1976-2016) (1) Given the reactants Br[C:2]1[CH:17]=[CH:16][C:5]([CH2:6][CH2:7][NH:8][C:9](=[O:15])[O:10][C:11]([CH3:14])([CH3:13])[CH3:12])=[CH:4][CH:3]=1.[B:18]1([B:18]2[O:22][C:21]([CH3:24])([CH3:23])[C:20]([CH3:26])([CH3:25])[O:19]2)[O:22][C:21]([CH3:24])([CH3:23])[C:20]([CH3:26])([CH3:25])[O:19]1, predict the reaction product. The product is: [CH3:25][C:20]1([CH3:26])[C:21]([CH3:24])([CH3:23])[O:22][B:18]([C:2]2[CH:17]=[CH:16][C:5]([CH2:6][CH2:7][NH:8][C:9](=[O:15])[O:10][C:11]([CH3:14])([CH3:13])[CH3:12])=[CH:4][CH:3]=2)[O:19]1. (2) Given the reactants [Cl:1][C:2]1[CH:3]=[CH:4][C:5]2[C:11](=O)[C:10](=[CH:13]N(C)C)[CH2:9][C:8](=[O:17])[NH:7][C:6]=2[CH:18]=1.[N+]([O-])(O)=O.[CH3:23][C:24]1[CH:25]=[C:26]([NH:31][C:32]([NH2:34])=[NH:33])[CH:27]=[CH:28][C:29]=1[CH3:30], predict the reaction product. The product is: [Cl:1][C:2]1[CH:3]=[CH:4][C:5]2[C:11]3[N:33]=[C:32]([NH:31][C:26]4[CH:27]=[CH:28][C:29]([CH3:30])=[C:24]([CH3:23])[CH:25]=4)[N:34]=[CH:13][C:10]=3[CH2:9][C:8](=[O:17])[NH:7][C:6]=2[CH:18]=1. (3) The product is: [N:40]12[CH2:48][C:44]([CH2:49][N:50]([CH:18]=[C:17]3[C:16]4[C:15]([CH3:30])([C:14]5[CH:5]([O:4][C:2](=[O:3])[CH3:1])[CH2:6][C:7]6([CH3:31])[CH:8]([C:13]=5[C:21](=[O:22])[C:20]=4[OH:19])[CH2:9][CH2:10][CH:11]6[OH:12])[CH:26]([CH2:27][O:28][CH3:29])[O:25][C:23]3=[O:24])[CH2:51][C:52]3[CH:53]=[CH:54][CH:55]=[CH:56][CH:57]=3)([CH2:43][CH2:42][CH2:41]1)[CH2:45][CH2:46][CH2:47]2. Given the reactants [CH3:1][C:2]([O:4][C@H:5]1[C:14]2[C@@:15]3([CH3:30])[C@@H:26]([CH2:27][O:28][CH3:29])[O:25][C:23](=[O:24])[C:17]4=[CH:18][O:19][C:20]([C:21](=[O:22])[C:13]=2[C@@H:8]2[CH2:9][CH2:10][C@H:11]([OH:12])[C@@:7]2([CH3:31])[CH2:6]1)=[C:16]34)=[O:3].C(N(CC)CC)C.Cl.[N:40]12[CH2:48][C:44]([CH2:49][NH:50][CH2:51][C:52]3[CH:57]=[CH:56][CH:55]=[CH:54][CH:53]=3)([CH2:45][CH2:46][CH2:47]1)[CH2:43][CH2:42][CH2:41]2, predict the reaction product.